This data is from Reaction yield outcomes from USPTO patents with 853,638 reactions. The task is: Predict the reaction yield, written as a fraction of the theoretical maximum amount of product (1.0 means a 100% yield; for example, 0.34 means a 34% yield). (1) The yield is 0.0984. The product is [CH3:13][O:14][C:15]1[CH:16]=[C:17]([C:23]2([CH2:28][NH:29][C:10]([C:3]3[C:4]4[C:9](=[CH:8][CH:7]=[CH:6][CH:5]=4)[NH:1][N:2]=3)=[O:12])[CH2:24][CH2:25][CH2:26][CH2:27]2)[CH:18]=[CH:19][C:20]=1[O:21][CH3:22]. The catalyst is C(#N)C. The reactants are [NH:1]1[C:9]2[C:4](=[CH:5][CH:6]=[CH:7][CH:8]=2)[C:3]([C:10]([OH:12])=O)=[N:2]1.[CH3:13][O:14][C:15]1[CH:16]=[C:17]([C:23]2([CH2:28][NH2:29])[CH2:27][CH2:26][CH2:25][CH2:24]2)[CH:18]=[CH:19][C:20]=1[O:21][CH3:22].C(N(CC)CC)C.F[P-](F)(F)(F)(F)F.N1(OC(N(C)C)=[N+](C)C)C2N=CC=CC=2N=N1. (2) The reactants are C1(C)C=CC(S(O[CH:11]([CH2:13]/[CH:14]=[CH:15]/[C:16]2[CH:17]=[N:18][CH:19]=[C:20]([O:22][CH3:23])[CH:21]=2)[CH3:12])(=O)=O)=CC=1.[CH3:25][NH2:26]. The catalyst is C(O)C. The product is [CH3:25][NH:26][CH:11]([CH2:13]/[CH:14]=[CH:15]/[C:16]1[CH:17]=[N:18][CH:19]=[C:20]([O:22][CH3:23])[CH:21]=1)[CH3:12]. The yield is 0.418. (3) The reactants are [F:1][C:2]1[CH:7]=[CH:6][CH:5]=[CH:4][C:3]=1[C:8](=[O:11])[CH2:9][CH3:10].[Br:12]Br. The catalyst is C(O)(=O)C. The product is [Br:12][CH:9]([CH3:10])[C:8]([C:3]1[CH:4]=[CH:5][CH:6]=[CH:7][C:2]=1[F:1])=[O:11]. The yield is 0.970. (4) The reactants are [Br:1][C:2]1[CH:3]=[C:4]([CH:7]=[CH:8][C:9]=1[O:10][CH3:11])[CH:5]=O.[C:12]([NH:15][NH2:16])([NH2:14])=[NH:13].[ClH:17]. No catalyst specified. The product is [ClH:17].[Br:1][C:2]1[CH:3]=[C:4]([CH:7]=[CH:8][C:9]=1[O:10][CH3:11])[CH:5]=[N:16][NH:15][C:12]([NH2:14])=[NH:13]. The yield is 0.920. (5) The reactants are F[C:2]1[CH:3]=[C:4]([OH:11])[CH:5]=[CH:6][C:7]=1[N+:8]([O-:10])=[O:9].[CH3:12][S-:13].[Na+].C(=O)([O-])[O-].[K+].[K+].O. The catalyst is CN(C=O)C. The product is [CH3:12][S:13][C:2]1[CH:3]=[C:4]([OH:11])[CH:5]=[CH:6][C:7]=1[N+:8]([O-:10])=[O:9]. The yield is 0.900.